Task: Predict the product of the given reaction.. Dataset: Forward reaction prediction with 1.9M reactions from USPTO patents (1976-2016) (1) Given the reactants [CH3:1][O:2][C:3]1[CH:8]=[CH:7][C:6](/[C:9](/[CH3:14])=[CH:10]/[C:11]([OH:13])=O)=[CH:5][CH:4]=1.CCN=C=NCCCN(C)C.C1C=CC2N(O)N=NC=2C=1.[CH2:36]([NH2:45])[CH2:37][CH2:38][CH2:39][CH2:40][CH2:41][CH2:42][CH2:43][CH3:44], predict the reaction product. The product is: [CH3:1][O:2][C:3]1[CH:4]=[CH:5][C:6](/[C:9](/[CH3:14])=[CH:10]/[C:11]([NH:45][CH2:36][CH2:37][CH2:38][CH2:39][CH2:40][CH2:41][CH2:42][CH2:43][CH3:44])=[O:13])=[CH:7][CH:8]=1. (2) Given the reactants [S:1]1[CH:5]=[CH:4][CH:3]=[C:2]1[C:6]([OH:8])=O.[F:9][C:10]([F:38])([F:37])[C:11]([CH2:32][NH:33][CH2:34][CH2:35][CH3:36])([OH:31])[CH2:12][NH:13][C:14]1[CH:22]=[C:21]([CH3:23])[CH:20]=[C:19]2[C:15]=1[CH:16]=[N:17][N:18]2[C:24]1[CH:29]=[CH:28][C:27]([F:30])=[CH:26][CH:25]=1, predict the reaction product. The product is: [CH2:34]([N:33]([CH2:32][C:11]([CH2:12][NH:13][C:14]1[CH:22]=[C:21]([CH3:23])[CH:20]=[C:19]2[C:15]=1[CH:16]=[N:17][N:18]2[C:24]1[CH:25]=[CH:26][C:27]([F:30])=[CH:28][CH:29]=1)([OH:31])[C:10]([F:9])([F:37])[F:38])[C:6]([C:2]1[S:1][CH:5]=[CH:4][CH:3]=1)=[O:8])[CH2:35][CH3:36]. (3) Given the reactants [C:1]([C:3]1[C:4](=[O:24])[N:5]([C:10]2[CH:15]=[CH:14][C:13]([C:16]3([C:20]([O:22][CH3:23])=[O:21])[CH2:19][CH2:18][CH2:17]3)=[CH:12][CH:11]=2)[CH2:6][CH2:7][C:8]=1[OH:9])#[N:2].[C:25](Cl)(=O)C(Cl)=O, predict the reaction product. The product is: [C:1]([C:3]1[C:4](=[O:24])[N:5]([C:10]2[CH:15]=[CH:14][C:13]([C:16]3([C:20]([O:22][CH3:23])=[O:21])[CH2:17][CH2:18][CH2:19]3)=[CH:12][CH:11]=2)[CH2:6][CH2:7][C:8]=1[O:9][CH3:25])#[N:2].